From a dataset of Forward reaction prediction with 1.9M reactions from USPTO patents (1976-2016). Predict the product of the given reaction. (1) Given the reactants [OH:1][N:2]1[CH2:7][CH2:6][O:5][CH2:4][CH2:3]1.[CH:8]1([Mg]Cl)[CH2:13][CH2:12][CH2:11][CH2:10][CH2:9]1.[Cl-].[NH4+], predict the reaction product. The product is: [CH:8]1([CH:3]2[CH2:4][O:5][CH2:6][CH2:7][N:2]2[OH:1])[CH2:13][CH2:12][CH2:11][CH2:10][CH2:9]1. (2) Given the reactants [Cl:1][C:2]1[CH:25]=[CH:24][C:5]([C:6]([NH:8][CH2:9][C:10]2([CH3:23])[CH2:15][CH2:14][N:13](C(OC(C)(C)C)=O)[CH2:12][CH2:11]2)=[O:7])=[CH:4][CH:3]=1.Cl, predict the reaction product. The product is: [Cl:1][C:2]1[CH:3]=[CH:4][C:5]([C:6]([NH:8][CH2:9][C:10]2([CH3:23])[CH2:11][CH2:12][NH:13][CH2:14][CH2:15]2)=[O:7])=[CH:24][CH:25]=1. (3) Given the reactants [C:1]([C:3]1[CH:4]=[C:5]([C:9]2[CH:10]=[CH:11][C:12]3[O:16][C:15]([C:17]4[CH:22]=[CH:21][C:20]([F:23])=[CH:19][CH:18]=4)=[C:14]([C:24]([NH:26][CH3:27])=[O:25])[C:13]=3[CH:28]=2)[CH:6]=[CH:7][CH:8]=1)#[N:2].N[C@@H:30]([C:33]1[CH:38]=[CH:37][CH:36]=[CH:35][CH:34]=1)[CH2:31][OH:32], predict the reaction product. The product is: [F:23][C:20]1[CH:21]=[CH:22][C:17]([C:15]2[O:16][C:12]3[CH:11]=[CH:10][C:9]([C:5]4[CH:6]=[CH:7][CH:8]=[C:3]([C:1]5[O:32][CH2:31][C@H:30]([C:33]6[CH:38]=[CH:37][CH:36]=[CH:35][CH:34]=6)[N:2]=5)[CH:4]=4)=[CH:28][C:13]=3[C:14]=2[C:24]([NH:26][CH3:27])=[O:25])=[CH:18][CH:19]=1. (4) The product is: [N:1]1[CH:6]=[CH:5][CH:4]=[C:3]([S:7]([Cl:12])(=[O:10])=[O:8])[CH:2]=1. Given the reactants [N:1]1[CH:6]=[CH:5][CH:4]=[C:3]([S:7]([OH:10])(=O)=[O:8])[CH:2]=1.P(Cl)(Cl)(Cl)(Cl)[Cl:12].C1(C)C=CC=CC=1.O, predict the reaction product. (5) Given the reactants O1CCCC1.[CH3:6][O:7][C:8]([C:10]1[CH:19]=[C:18]2[C:13]([C@@H:14]([NH2:20])[CH2:15][CH2:16][S:17]2)=[CH:12][CH:11]=1)=[O:9].C(=O)([O-])[O-].[K+].[K+].[C:27]([O:31][C:32](O[C:32]([O:31][C:27]([CH3:30])([CH3:29])[CH3:28])=[O:33])=[O:33])([CH3:30])([CH3:29])[CH3:28], predict the reaction product. The product is: [CH3:6][O:7][C:8]([C:10]1[CH:19]=[C:18]2[C:13]([C@@H:14]([NH:20][C:32]([O:31][C:27]([CH3:30])([CH3:29])[CH3:28])=[O:33])[CH2:15][CH2:16][S:17]2)=[CH:12][CH:11]=1)=[O:9]. (6) The product is: [CH3:7][CH:6]([CH3:8])[CH2:5][C@H:4]([N:9]1[CH2:13][C:12]([O:14][C:15]2[CH:23]=[CH:22][CH:21]=[C:20]3[C:16]=2[CH:17]=[N:18][N:19]3[CH3:24])=[CH:11][C:10]1=[O:25])[C:3]([OH:26])=[O:2]. Given the reactants C[O:2][C:3](=[O:26])[C@@H:4]([N:9]1[CH2:13][C:12]([O:14][C:15]2[CH:23]=[CH:22][CH:21]=[C:20]3[C:16]=2[CH:17]=[N:18][N:19]3[CH3:24])=[CH:11][C:10]1=[O:25])[CH2:5][CH:6]([CH3:8])[CH3:7].O.[OH-].[Li+], predict the reaction product. (7) Given the reactants [Cl:1][C:2]1[NH:10][C:9]2[C:8](=[O:11])[N:7]([CH2:12][CH2:13][CH2:14][C:15]([O:17]CC)=O)[C:6](=[O:20])[N:5]([CH2:21][CH2:22][CH2:23][CH2:24][CH3:25])[C:4]=2[N:3]=1.O[NH:27][C:28](=[NH:37])[CH:29]([C:31]1[CH:36]=[CH:35][CH:34]=[CH:33][CH:32]=1)[CH3:30].CC[O-].[Na+], predict the reaction product. The product is: [Cl:1][C:2]1[NH:10][C:9]2[C:8](=[O:11])[N:7]([CH2:12][CH2:13][CH2:14][C:15]3[O:17][N:37]=[C:28]([CH:29]([C:31]4[CH:36]=[CH:35][CH:34]=[CH:33][CH:32]=4)[CH3:30])[N:27]=3)[C:6](=[O:20])[N:5]([CH2:21][CH2:22][CH2:23][CH2:24][CH3:25])[C:4]=2[N:3]=1. (8) Given the reactants [CH3:1][S:2](Cl)(=[O:4])=[O:3].[CH2:6]([O:13][C@@H:14]1[CH2:17][C@H:16]([OH:18])[CH2:15]1)[C:7]1[CH:12]=[CH:11][CH:10]=[CH:9][CH:8]=1.C(N(CC)CC)C.O, predict the reaction product. The product is: [CH2:6]([O:13][C@@H:14]1[CH2:17][C@H:16]([O:18][S:2]([CH3:1])(=[O:4])=[O:3])[CH2:15]1)[C:7]1[CH:12]=[CH:11][CH:10]=[CH:9][CH:8]=1.